Dataset: Full USPTO retrosynthesis dataset with 1.9M reactions from patents (1976-2016). Task: Predict the reactants needed to synthesize the given product. Given the product [Cl:7][C:8]1[CH:13]=[C:12]([CH:11]=[CH:10][C:9]=1[O:27][C:24]1[CH:25]=[CH:26][N:21]2[N:20]=[CH:19][N:18]=[C:22]2[CH:23]=1)[NH2:14], predict the reactants needed to synthesize it. The reactants are: C(=O)([O-])[O-].[K+].[K+].[Cl:7][C:8]1[CH:13]=[C:12]([N+:14]([O-])=O)[CH:11]=[CH:10][C:9]=1F.[N:18]1[CH:19]=[N:20][N:21]2[CH:26]=[CH:25][C:24]([OH:27])=[CH:23][C:22]=12.